From a dataset of Full USPTO retrosynthesis dataset with 1.9M reactions from patents (1976-2016). Predict the reactants needed to synthesize the given product. (1) Given the product [F:1][C:2]([F:81])([C:67]1[CH:72]=[CH:71][C:70]([O:73][CH2:74][CH2:75][CH2:76][C:77]([F:80])([F:79])[F:78])=[CH:69][CH:68]=1)[O:3][C:4]1[CH:9]=[CH:8][C:7](/[CH:10]=[CH:11]/[C:12]([O:14][CH2:15][C:16]([CH2:47][C:48]2[CH:49]=[CH:50][C:51]([NH2:54])=[CH:52][CH:53]=2)([CH2:57][C:58]2[CH:63]=[CH:62][C:61]([NH2:64])=[CH:60][CH:59]=2)[CH2:17][O:18][C:19](=[O:46])/[CH:20]=[CH:21]/[C:22]2[CH:23]=[CH:24][C:25]([O:28][C:29]([F:44])([F:45])[C:30]3[CH:31]=[CH:32][C:33]([O:36][CH2:37][CH2:38][CH2:39][C:40]([F:41])([F:42])[F:43])=[CH:34][CH:35]=3)=[CH:26][CH:27]=2)=[O:13])=[CH:6][CH:5]=1, predict the reactants needed to synthesize it. The reactants are: [F:1][C:2]([F:81])([C:67]1[CH:72]=[CH:71][C:70]([O:73][CH2:74][CH2:75][CH2:76][C:77]([F:80])([F:79])[F:78])=[CH:69][CH:68]=1)[O:3][C:4]1[CH:9]=[CH:8][C:7](/[CH:10]=[CH:11]/[C:12]([O:14][CH2:15][C:16]([CH2:57][C:58]2[CH:63]=[CH:62][C:61]([N+:64]([O-])=O)=[CH:60][CH:59]=2)([CH2:47][C:48]2[CH:53]=[CH:52][C:51]([N+:54]([O-])=O)=[CH:50][CH:49]=2)[CH2:17][O:18][C:19](=[O:46])/[CH:20]=[CH:21]/[C:22]2[CH:27]=[CH:26][C:25]([O:28][C:29]([F:45])([F:44])[C:30]3[CH:35]=[CH:34][C:33]([O:36][CH2:37][CH2:38][CH2:39][C:40]([F:43])([F:42])[F:41])=[CH:32][CH:31]=3)=[CH:24][CH:23]=2)=[O:13])=[CH:6][CH:5]=1. (2) Given the product [NH2:1][C:4]1[CH:9]=[CH:8][C:7]([P:10](=[O:17])([O:11][CH2:12][CH3:13])[O:14][CH2:15][CH3:16])=[CH:6][CH:5]=1, predict the reactants needed to synthesize it. The reactants are: [N+:1]([C:4]1[CH:9]=[CH:8][C:7]([P:10](=[O:17])([O:14][CH2:15][CH3:16])[O:11][CH2:12][CH3:13])=[CH:6][CH:5]=1)([O-])=O.[H][H]. (3) The reactants are: C([O:8][C:9]1[CH:10]=[C:11]2[C:15](=[CH:16][C:17]=1[N:18]([CH:22]1[CH2:27][CH2:26][O:25][CH2:24][CH2:23]1)[C:19](=[O:21])[CH3:20])[N:14]([CH:28]1[CH2:33][CH2:32][CH2:31][CH2:30][O:29]1)[N:13]=[CH:12]2)C1C=CC=CC=1. Given the product [OH:8][C:9]1[CH:10]=[C:11]2[C:15](=[CH:16][C:17]=1[N:18]([CH:22]1[CH2:23][CH2:24][O:25][CH2:26][CH2:27]1)[C:19](=[O:21])[CH3:20])[N:14]([CH:28]1[CH2:33][CH2:32][CH2:31][CH2:30][O:29]1)[N:13]=[CH:12]2, predict the reactants needed to synthesize it. (4) Given the product [NH:8]1[C:9]2[C:14](=[CH:13][CH:12]=[CH:11][CH:10]=2)[C:6]([CH2:5][CH:2]([NH:1][S:15]([C:18]2[CH:24]=[CH:23][C:21]([CH3:22])=[CH:20][CH:19]=2)(=[O:17])=[O:16])[CH2:3][O:4][S:15]([C:18]2[CH:24]=[CH:23][C:21]([CH3:22])=[CH:20][CH:19]=2)(=[O:17])=[O:16])=[CH:7]1, predict the reactants needed to synthesize it. The reactants are: [NH2:1][CH:2]([CH2:5][C:6]1[C:14]2[C:9](=[CH:10][CH:11]=[CH:12][CH:13]=2)[NH:8][CH:7]=1)[CH2:3][OH:4].[S:15](Cl)([C:18]1[CH:24]=[CH:23][C:21]([CH3:22])=[CH:20][CH:19]=1)(=[O:17])=[O:16]. (5) Given the product [F:26][C:9]1[CH:8]=[C:7]([C:27]2[CH:32]=[C:31]([NH:33][C:34]3[CH:39]=[CH:38][C:37]([N:40]4[CH2:45][CH2:44][N:43]([CH:46]5[CH2:47][O:48][CH2:49]5)[CH2:42][C@@H:41]4[CH3:50])=[CH:36][N:35]=3)[C:30](=[O:51])[N:29]([CH3:52])[CH:28]=2)[C:6]([CH2:5][OH:4])=[C:11]([N:12]2[C:24](=[O:25])[C:23]3[S:22][C:21]4[CH2:20][CH2:19][CH2:18][CH2:17][C:16]=4[C:15]=3[CH:14]=[N:13]2)[CH:10]=1, predict the reactants needed to synthesize it. The reactants are: C([O:4][CH2:5][C:6]1[C:11]([N:12]2[C:24](=[O:25])[C:23]3[S:22][C:21]4[CH2:20][CH2:19][CH2:18][CH2:17][C:16]=4[C:15]=3[CH:14]=[N:13]2)=[CH:10][C:9]([F:26])=[CH:8][C:7]=1[C:27]1[CH:32]=[C:31]([NH:33][C:34]2[CH:39]=[CH:38][C:37]([N:40]3[CH2:45][CH2:44][N:43]([CH:46]4[CH2:49][O:48][CH2:47]4)[CH2:42][C@@H:41]3[CH3:50])=[CH:36][N:35]=2)[C:30](=[O:51])[N:29]([CH3:52])[CH:28]=1)(=O)C.[OH-].[Li+]. (6) Given the product [CH3:13][C:11]1[N:7]([CH:4]2[CH2:3][CH2:2][O:1][CH2:6][CH2:5]2)[N:8]=[CH:9][CH:10]=1, predict the reactants needed to synthesize it. The reactants are: [O:1]1[CH2:6][CH2:5][CH:4]([N:7]2[CH:11]=[CH:10][CH:9]=[N:8]2)[CH2:3][CH2:2]1.[Li+].[CH3:13]CC[CH2-].CI. (7) The reactants are: [CH:1]1([N:4]2[C:13]3[C:8](=[CH:9][CH:10]=[CH:11][CH:12]=3)[NH:7][CH2:6][CH2:5]2)[CH2:3][CH2:2]1.C(N(C(C)C)C(C)C)C.Cl[CH2:24][C:25]([NH2:27])=[O:26]. Given the product [CH:1]1([N:4]2[C:13]3[C:8](=[CH:9][CH:10]=[CH:11][CH:12]=3)[N:7]([CH2:24][C:25]([NH2:27])=[O:26])[CH2:6][CH2:5]2)[CH2:3][CH2:2]1, predict the reactants needed to synthesize it.